Dataset: Full USPTO retrosynthesis dataset with 1.9M reactions from patents (1976-2016). Task: Predict the reactants needed to synthesize the given product. (1) Given the product [CH3:1][O:2][C:3]1[CH:9]=[C:8]([C@H:10]2[CH2:11][CH2:12][C@H:13]([N:16]3[CH2:21][CH2:20][O:19][CH2:18][CH2:17]3)[CH2:14][CH2:15]2)[CH:7]=[CH:6][C:4]=1[NH:5][C:36]1[N:35]=[CH:34][C:33]2=[CH:32][CH:31]=[C:30]([C:25]3[CH:26]=[CH:27][CH:28]=[CH:29][C:24]=3[O:23][CH3:22])[N:38]2[N:37]=1, predict the reactants needed to synthesize it. The reactants are: [CH3:1][O:2][C:3]1[CH:9]=[C:8]([C@H:10]2[CH2:15][CH2:14][C@H:13]([N:16]3[CH2:21][CH2:20][O:19][CH2:18][CH2:17]3)[CH2:12][CH2:11]2)[CH:7]=[CH:6][C:4]=1[NH2:5].[CH3:22][O:23][C:24]1[CH:29]=[CH:28][CH:27]=[CH:26][C:25]=1[C:30]1[N:38]2[C:33]([CH:34]=[N:35][C:36](OS(C(F)(F)F)(=O)=O)=[N:37]2)=[CH:32][CH:31]=1.C(N(CC)C(C)C)(C)C.COCC(O)C. (2) Given the product [NH2:1][C:2]1[C:11]2[C:6](=[CH:7][C:8]([CH2:12][N:13]3[C@@H:18]([CH3:19])[CH2:17][N:16]([CH2:25][C:26]4[CH:35]=[CH:34][C:33]5[C:28](=[CH:29][CH:30]=[C:31]([Cl:36])[CH:32]=5)[CH:27]=4)[C@@H:15]([CH2:20][O:21][CH3:22])[C:14]3=[O:23])=[CH:9][CH:10]=2)[N:5]=[CH:4][N:3]=1, predict the reactants needed to synthesize it. The reactants are: [NH2:1][C:2]1[C:11]2[C:6](=[CH:7][C:8]([CH2:12][N:13]3[CH:18]([CH3:19])[CH2:17][NH:16][CH:15]([CH2:20][O:21][CH3:22])[C:14]3=[O:23])=[CH:9][CH:10]=2)[N:5]=[CH:4][N:3]=1.Br[CH2:25][C:26]1[CH:35]=[CH:34][C:33]2[C:28](=[CH:29][CH:30]=[C:31]([Cl:36])[CH:32]=2)[CH:27]=1. (3) The reactants are: [Cl:1][C:2]1[N:7]=[CH:6][C:5]([CH2:8][NH:9][CH:10]=[CH2:11])=[CH:4][CH:3]=1.[CH3:12][S:13][C:14](SC)=[CH:15][N+:16]([O-:18])=[O:17]. Given the product [Cl:1][C:2]1[N:7]=[CH:6][C:5]([CH2:8][N:9]([CH2:10][CH3:11])[C:14]([S:13][CH3:12])=[CH:15][N+:16]([O-:18])=[O:17])=[CH:4][CH:3]=1, predict the reactants needed to synthesize it. (4) Given the product [CH2:10]([O:9][CH:8]([O:12][CH2:13][CH3:14])[C:5]1[CH:6]=[CH:7][C:2]([CH:23]([OH:24])[CH2:22][C:21]([CH3:26])([CH3:25])[CH3:20])=[CH:3][CH:4]=1)[CH3:11], predict the reactants needed to synthesize it. The reactants are: Br[C:2]1[CH:7]=[CH:6][C:5]([CH:8]([O:12][CH2:13][CH3:14])[O:9][CH2:10][CH3:11])=[CH:4][CH:3]=1.C([Li])CCC.[CH3:20][C:21]([CH3:26])([CH3:25])[CH2:22][CH:23]=[O:24].O. (5) Given the product [CH:37]([C:33]1[CH:32]=[C:31]([C:28]2[CH:29]=[CH:30][C:25]([S:22]([N:20]([CH3:21])[CH:19]3[C:13]4[CH:12]=[CH:11][CH:10]=[C:9]([O:8][CH2:7][C:6]([OH:40])=[O:5])[C:14]=4[CH2:15][CH2:16][CH2:17][CH2:18]3)(=[O:23])=[O:24])=[N:26][CH:27]=2)[CH:36]=[CH:35][CH:34]=1)([CH3:39])[CH3:38], predict the reactants needed to synthesize it. The reactants are: C([O:5][C:6](=[O:40])[CH2:7][O:8][C:9]1[C:14]2[CH2:15][CH2:16][CH2:17][CH2:18][CH:19]([N:20]([S:22]([C:25]3[CH:30]=[CH:29][C:28]([C:31]4[CH:36]=[CH:35][CH:34]=[C:33]([CH:37]([CH3:39])[CH3:38])[CH:32]=4)=[CH:27][N:26]=3)(=[O:24])=[O:23])[CH3:21])[C:13]=2[CH:12]=[CH:11][CH:10]=1)(C)(C)C.[OH-].[Na+]. (6) Given the product [NH2:11]/[C:10](=[N:8]\[OH:9])/[C@@H:12]([NH:17][C:18](=[O:24])[O:19][C:20]([CH3:21])([CH3:23])[CH3:22])[CH2:13][CH:14]1[CH2:16][CH2:15]1, predict the reactants needed to synthesize it. The reactants are: C(=O)([O-])[O-].[K+].[K+].Cl.[NH2:8][OH:9].[C:10]([C@@H:12]([NH:17][C:18](=[O:24])[O:19][C:20]([CH3:23])([CH3:22])[CH3:21])[CH2:13][CH:14]1[CH2:16][CH2:15]1)#[N:11]. (7) Given the product [CH3:1][C:2]1[C:10]2[O:9][C:8](=[O:11])[NH:7][C:6]=2[CH:5]=[CH:4][C:3]=1[S:13]([OH:16])(=[O:15])=[O:14], predict the reactants needed to synthesize it. The reactants are: [CH3:1][C:2]1[C:10]2[O:9][C:8](=[O:11])[NH:7][C:6]=2[CH:5]=[CH:4][CH:3]=1.Cl[S:13]([OH:16])(=[O:15])=[O:14]. (8) Given the product [CH2:21]([C:2]1[CH:7]=[C:6]([O:8][CH2:9][C:10]2[CH:15]=[CH:14][C:13]([O:16][CH3:17])=[CH:12][CH:11]=2)[CH:5]=[CH:4][C:3]=1[N+:18]([O-:20])=[O:19])[CH3:22], predict the reactants needed to synthesize it. The reactants are: Br[C:2]1[CH:7]=[C:6]([O:8][CH2:9][C:10]2[CH:15]=[CH:14][C:13]([O:16][CH3:17])=[CH:12][CH:11]=2)[CH:5]=[CH:4][C:3]=1[N+:18]([O-:20])=[O:19].[CH2:21](B(O)O)[CH3:22].[O-]P([O-])([O-])=O.[K+].[K+].[K+]. (9) Given the product [CH:1]1[C:10]2[C:5](=[CH:6][CH:7]=[CH:8][CH:9]=2)[CH:4]=[CH:3][C:2]=1[CH2:11][C:12]1[CH:16]=[C:15]([C:17]2[CH:18]=[CH:19][N:20]=[CH:21][CH:22]=2)[S:14][C:13]=1[C:23]([OH:25])=[O:24], predict the reactants needed to synthesize it. The reactants are: [CH:1]1[C:10]2[C:5](=[CH:6][CH:7]=[CH:8][CH:9]=2)[CH:4]=[CH:3][C:2]=1[CH2:11][C:12]1[CH:16]=[C:15]([C:17]2[CH:22]=[CH:21][N:20]=[CH:19][CH:18]=2)[S:14][C:13]=1[C:23]([O:25]CC)=[O:24].CO.O1CCCC1.O.[OH-].[Li+]. (10) Given the product [C:1]([O:5][CH2:6][CH3:7])(=[O:4])[CH:2]=[CH2:3].[C:8]([O:13][CH3:14])(=[O:12])[C:9]([CH3:11])=[CH2:10], predict the reactants needed to synthesize it. The reactants are: [C:1]([O:5][CH2:6][CH3:7])(=[O:4])[CH:2]=[CH2:3].[C:8]([O:13][CH3:14])(=[O:12])[C:9]([CH3:11])=[CH2:10].